From a dataset of Catalyst prediction with 721,799 reactions and 888 catalyst types from USPTO. Predict which catalyst facilitates the given reaction. Reactant: [CH2:1]([O:5][C:6]1[CH:11]=[CH:10][C:9]([CH2:12][C@H:13]([NH:18][C:19]([C@@H:21](/[CH:30]=[CH:31]/[CH2:32][CH2:33][CH2:34][CH2:35][CH2:36][CH2:37][S:38](=[O:47])(=[O:46])[NH:39][CH2:40][CH2:41][CH2:42][CH2:43][CH2:44][CH3:45])[C@@:22]([OH:29])([CH2:26][CH2:27][CH3:28])[C:23]([O-:25])=[O:24])=[O:20])[C:14]([O:16][CH3:17])=[O:15])=[CH:8][CH:7]=1)[C:2]#[C:3][CH3:4].FC(F)(F)C(O)=O. Product: [CH2:1]([O:5][C:6]1[CH:11]=[CH:10][C:9]([CH2:12][C@H:13]([NH:18][C:19]([C@@H:21](/[CH:30]=[CH:31]/[CH2:32][CH2:33][CH2:34][CH2:35][CH2:36][CH2:37][S:38](=[O:47])(=[O:46])[NH:39][CH2:40][CH2:41][CH2:42][CH2:43][CH2:44][CH3:45])[C@@:22]([OH:29])([CH2:26][CH2:27][CH3:28])[C:23]([OH:25])=[O:24])=[O:20])[C:14]([O:16][CH3:17])=[O:15])=[CH:8][CH:7]=1)[C:2]#[C:3][CH3:4]. The catalyst class is: 4.